The task is: Predict the reactants needed to synthesize the given product.. This data is from Full USPTO retrosynthesis dataset with 1.9M reactions from patents (1976-2016). (1) Given the product [CH3:1][N:2]([CH3:11])[CH2:3][C:4]1[CH:9]=[CH:8][CH:7]=[CH:6][CH:5]=1, predict the reactants needed to synthesize it. The reactants are: [CH3:1][N:2]([CH3:11])[C:3](=O)[C:4]1[CH:9]=[CH:8][CH:7]=[CH:6][CH:5]=1.CO. (2) Given the product [NH2:32][C:4]1[S:3][C:2]([C:42]2[CH:43]=[C:44]([CH3:47])[CH:45]=[CH:46][C:41]=2[F:40])=[N:6][C:5]=1[C:7]([NH:8][C:9]1[CH:10]=[N:11][N:12]([CH3:30])[C:13]=1[C@@H:14]1[CH2:20][CH2:19][C@@H:18]([NH2:21])[C@@H:17]([F:29])[CH2:16][O:15]1)=[O:31], predict the reactants needed to synthesize it. The reactants are: Br[C:2]1[S:3][C:4]([NH:32]C(=O)OC(C)(C)C)=[C:5]([C:7](=[O:31])[NH:8][C:9]2[CH:10]=[N:11][N:12]([CH3:30])[C:13]=2[C@@H:14]2[CH2:20][CH2:19][C@@H:18]([NH:21]C(OC(C)(C)C)=O)[C@@H:17]([F:29])[CH2:16][O:15]2)[N:6]=1.[F:40][C:41]1[CH:46]=[CH:45][C:44]([CH3:47])=[CH:43][C:42]=1B(O)O. (3) Given the product [NH2:5][CH2:4][CH:3]([OH:16])[CH2:17][N:18]([CH:19]1[CH2:24][CH2:23][CH2:22][CH2:21][CH2:20]1)[CH3:25], predict the reactants needed to synthesize it. The reactants are: ClC[CH:3]([OH:16])[CH2:4][N:5]1C(=O)C2C(=CC=CC=2)C1=O.[CH3:17][NH:18][CH:19]1[CH2:24][CH2:23][CH2:22][CH2:21][CH2:20]1.[CH2:25](O)C. (4) Given the product [C:20]([C:2]1[CH:7]=[CH:6][C:5]([C:8]2([OH:19])[CH2:11][N:10]([C:12]([O:14][C:15]([CH3:18])([CH3:17])[CH3:16])=[O:13])[CH2:9]2)=[CH:4][CH:3]=1)#[N:21], predict the reactants needed to synthesize it. The reactants are: Br[C:2]1[CH:7]=[CH:6][C:5]([C:8]2([OH:19])[CH2:11][N:10]([C:12]([O:14][C:15]([CH3:18])([CH3:17])[CH3:16])=[O:13])[CH2:9]2)=[CH:4][CH:3]=1.[CH3:20][N:21](C)C=O. (5) Given the product [Br:1][C:2]1[CH:7]=[CH:6][C:5]([C:8]2[N:12]([CH2:13][C@@H:14]3[CH2:18][CH2:17][NH:16][CH2:15]3)[C:11](=[O:26])[C:10]3([CH2:30][CH2:29][CH2:28][CH2:27]3)[N:9]=2)=[CH:4][CH:3]=1, predict the reactants needed to synthesize it. The reactants are: [Br:1][C:2]1[CH:7]=[CH:6][C:5]([C:8]2[N:12]([CH2:13][C@@H:14]3[CH2:18][CH2:17][N:16](C(OC(C)(C)C)=O)[CH2:15]3)[C:11](=[O:26])[C:10]3([CH2:30][CH2:29][CH2:28][CH2:27]3)[N:9]=2)=[CH:4][CH:3]=1.Cl. (6) Given the product [Cl:1][C:2]1[CH:7]=[CH:6][C:5]([C:8]2[CH:13]=[C:12]([C:14]([F:15])([F:17])[F:16])[N:11]3[N:18]=[CH:19][C:20]([C:21]#[C:22][C:25]4[C:26]([F:36])=[CH:27][C:28]([F:35])=[C:29]([S:31]([NH2:34])(=[O:32])=[O:33])[CH:30]=4)=[C:10]3[N:9]=2)=[CH:4][C:3]=1[CH3:23], predict the reactants needed to synthesize it. The reactants are: [Cl:1][C:2]1[CH:7]=[CH:6][C:5]([C:8]2[CH:13]=[C:12]([C:14]([F:17])([F:16])[F:15])[N:11]3[N:18]=[CH:19][C:20]([C:21]#[CH:22])=[C:10]3[N:9]=2)=[CH:4][C:3]=1[CH3:23].Br[C:25]1[C:26]([F:36])=[CH:27][C:28]([F:35])=[C:29]([S:31]([NH2:34])(=[O:33])=[O:32])[CH:30]=1. (7) The reactants are: O1CCOCC1.[OH-].[Na+].C[O:10][C:11](=[O:54])[C:12]1[CH:17]=[C:16]([O:18][CH2:19][CH2:20][CH2:21][NH:22][C:23]([O:25][C:26]([CH3:29])([CH3:28])[CH3:27])=[O:24])[C:15]([O:30][CH2:31][CH2:32][CH2:33][NH:34][C:35]([O:37][C:38]([CH3:41])([CH3:40])[CH3:39])=[O:36])=[C:14]([O:42][CH2:43][CH2:44][CH2:45][NH:46][C:47]([O:49][C:50]([CH3:53])([CH3:52])[CH3:51])=[O:48])[CH:13]=1.C(O)(=O)CC(CC(O)=O)(C(O)=O)O. Given the product [C:26]([O:25][C:23]([NH:22][CH2:21][CH2:20][CH2:19][O:18][C:16]1[CH:17]=[C:12]([CH:13]=[C:14]([O:42][CH2:43][CH2:44][CH2:45][NH:46][C:47]([O:49][C:50]([CH3:53])([CH3:52])[CH3:51])=[O:48])[C:15]=1[O:30][CH2:31][CH2:32][CH2:33][NH:34][C:35]([O:37][C:38]([CH3:41])([CH3:40])[CH3:39])=[O:36])[C:11]([OH:54])=[O:10])=[O:24])([CH3:27])([CH3:28])[CH3:29], predict the reactants needed to synthesize it. (8) Given the product [Cl:4][C:5]1[CH:10]=[CH:9][N:8]=[C:7]([CH:11]([OH:12])[CH3:21])[C:6]=1[CH2:13][O:14][CH:15]1[CH2:20][CH2:19][CH2:18][CH2:17][O:16]1, predict the reactants needed to synthesize it. The reactants are: C[Mg+].[Br-].[Cl:4][C:5]1[CH:10]=[CH:9][N:8]=[C:7]([CH:11]=[O:12])[C:6]=1[CH2:13][O:14][CH:15]1[CH2:20][CH2:19][CH2:18][CH2:17][O:16]1.[C:21]([O-])(O)=O.[Na+]. (9) The reactants are: CN([C:4]([O:8]N1N=NC2C=CC=CC1=2)=[N+](C)C)C.[B-](F)(F)(F)F.[S:23]1[CH:27]=[CH:26][CH:25]=[C:24]1[C:28]([OH:30])=O.CC[N:33]([CH:37]([CH3:39])[CH3:38])[CH:34]([CH3:36])C.[OH2:40]. Given the product [S:23]1[CH:27]=[CH:26][CH:25]=[C:24]1[C:28]([N:33]1[CH2:34][CH2:36][CH2:39][C@H:37]1[C:38]([O:8][CH3:4])=[O:40])=[O:30], predict the reactants needed to synthesize it. (10) Given the product [Cl:1][C:2]1[CH:7]=[CH:6][CH:5]=[C:4]([Cl:8])[C:3]=1[N:9]1[C:17](=[O:18])[C:16]2[C@@H:15]3[C:19]([CH3:21])([CH3:20])[C@@:12]([CH3:22])([CH2:13][CH2:14]3)[C:11]=2[N:10]1[CH3:24], predict the reactants needed to synthesize it. The reactants are: [Cl:1][C:2]1[CH:7]=[CH:6][CH:5]=[C:4]([Cl:8])[C:3]=1[N:9]1[C:17](=[O:18])[C:16]2[C@@H:15]3[C:19]([CH3:21])([CH3:20])[C@@:12]([CH3:22])([CH2:13][CH2:14]3)[C:11]=2[NH:10]1.I[CH3:24].O.